Dataset: Reaction yield outcomes from USPTO patents with 853,638 reactions. Task: Predict the reaction yield, written as a fraction of the theoretical maximum amount of product (1.0 means a 100% yield; for example, 0.34 means a 34% yield). The reactants are [Br:1]Br.[NH2:3][C:4]1[N:11]=[CH:10][CH:9]=[CH:8][C:5]=1[C:6]#[N:7]. The catalyst is CC(O)=O.CCOCC. The product is [NH2:3][C:4]1[N:11]=[CH:10][C:9]([Br:1])=[CH:8][C:5]=1[C:6]#[N:7]. The yield is 0.780.